This data is from Reaction yield outcomes from USPTO patents with 853,638 reactions. The task is: Predict the reaction yield, written as a fraction of the theoretical maximum amount of product (1.0 means a 100% yield; for example, 0.34 means a 34% yield). (1) The reactants are [CH:1]([C:3]1[N:7]([CH3:8])[CH:6]=[N:5][C:4]=1[C:9]#[N:10])=O.Cl.[NH2:12][CH2:13][CH:14]([C:21]1[CH:26]=[C:25]([F:27])[CH:24]=[C:23]([F:28])[C:22]=1[F:29])[CH2:15][C:16](OCC)=[O:17]. No catalyst specified. The product is [CH3:8][N:7]1[C:3]([CH2:1][N:12]2[CH2:13][CH:14]([C:21]3[CH:26]=[C:25]([F:27])[CH:24]=[C:23]([F:28])[C:22]=3[F:29])[CH2:15][C:16]2=[O:17])=[C:4]([C:9]#[N:10])[N:5]=[CH:6]1. The yield is 0.258. (2) The reactants are [C:1]([O:5][C:6]([NH:8][C@@H:9]([CH2:13][CH2:14][C:15]([O:17][CH3:18])=[O:16])[C:10](O)=[O:11])=[O:7])([CH3:4])([CH3:3])[CH3:2].CN1CCOCC1.ClC(OCC)=O.[BH4-].[Na+].OS([O-])(=O)=O.[K+]. The catalyst is C1COCC1.CO. The product is [C:1]([O:5][C:6]([NH:8][C@H:9]([CH2:10][OH:11])[CH2:13][CH2:14][C:15]([O:17][CH3:18])=[O:16])=[O:7])([CH3:3])([CH3:2])[CH3:4]. The yield is 0.720. (3) The catalyst is C(Cl)Cl. The yield is 0.670. The product is [CH3:38][S:39]([OH:42])(=[O:41])=[O:40].[F:1][C:2]1[CH:7]=[C:6]([O:8][C:9]2[CH:14]=[CH:13][N:12]=[C:11]([C:15]3[CH:16]=[N:17][N:18]([CH3:20])[CH:19]=3)[CH:10]=2)[C:5]([CH3:21])=[CH:4][C:3]=1[NH:22][C:23]([C:25]1([C:28]([NH:30][C:31]2[CH:36]=[CH:35][C:34]([F:37])=[CH:33][CH:32]=2)=[O:29])[CH2:26][CH2:27]1)=[O:24]. The reactants are [F:1][C:2]1[CH:7]=[C:6]([O:8][C:9]2[CH:14]=[CH:13][N:12]=[C:11]([C:15]3[CH:16]=[N:17][N:18]([CH3:20])[CH:19]=3)[CH:10]=2)[C:5]([CH3:21])=[CH:4][C:3]=1[NH:22][C:23]([C:25]1([C:28]([NH:30][C:31]2[CH:36]=[CH:35][C:34]([F:37])=[CH:33][CH:32]=2)=[O:29])[CH2:27][CH2:26]1)=[O:24].[CH3:38][S:39]([OH:42])(=[O:41])=[O:40]. (4) The reactants are O[C:2]1[CH:3]=[CH:4][CH:5]=[C:6]([C:8]2[N:12]([C:13]3[CH:18]=[CH:17][C:16]([O:19][CH3:20])=[CH:15][CH:14]=3)[N:11]=[C:10]([C:21]([F:24])([F:23])[F:22])[C:9]=2[CH3:25])[CH:7]=1.Br[CH2:27][CH2:28][O:29][Si:30]([C:33]([CH3:36])([CH3:35])[CH3:34])([CH3:32])[CH3:31].[H-].[Na+].CN(C=[O:43])C. No catalyst specified. The product is [Si:30]([O:29][CH2:28][CH2:27][O:43][C:3]1[CH:2]=[CH:7][C:6]([C:8]2[N:12]([C:13]3[CH:18]=[CH:17][C:16]([O:19][CH3:20])=[CH:15][CH:14]=3)[N:11]=[C:10]([C:21]([F:23])([F:22])[F:24])[C:9]=2[CH3:25])=[CH:5][CH:4]=1)([C:33]([CH3:36])([CH3:35])[CH3:34])([CH3:32])[CH3:31]. The yield is 0.730. (5) The reactants are [CH2:1]([O:8][C:9]([O:11]N1C(=O)CCC1=O)=O)[C:2]1[CH:7]=[CH:6][CH:5]=[CH:4][CH:3]=1.Cl.[NH2:20][C@H:21]([C:28]1[CH:33]=[CH:32][CH:31]=[C:30]([N+:34]([O-:36])=[O:35])[CH:29]=1)[CH2:22][C:23]([O:25][CH2:26][CH3:27])=[O:24].CCN(C(C)C)C(C)C. The catalyst is C(Cl)Cl. The product is [CH2:1]([O:8][C:9]([NH:20][C@H:21]([C:28]1[CH:33]=[CH:32][CH:31]=[C:30]([N+:34]([O-:36])=[O:35])[CH:29]=1)[CH2:22][C:23]([O:25][CH2:26][CH3:27])=[O:24])=[O:11])[C:2]1[CH:3]=[CH:4][CH:5]=[CH:6][CH:7]=1. The yield is 0.700.